The task is: Predict which catalyst facilitates the given reaction.. This data is from Catalyst prediction with 721,799 reactions and 888 catalyst types from USPTO. Reactant: Br[C:2]1[CH:3]=[C:4]2[C:9](=[CH:10][CH:11]=1)[CH:8]=[N:7][CH:6]=[C:5]2[Cl:12].[NH:13]1[CH2:17][CH2:16][CH2:15][C:14]1=[O:18].P([O-])([O-])([O-])=O.[K+].[K+].[K+].CC1(C)C2C(=C(P(C3C=CC=CC=3)C3C=CC=CC=3)C=CC=2)OC2C(P(C3C=CC=CC=3)C3C=CC=CC=3)=CC=CC1=2. Product: [Cl:12][C:5]1[C:4]2[C:9](=[CH:10][CH:11]=[C:2]([N:13]3[CH2:17][CH2:16][CH2:15][C:14]3=[O:18])[CH:3]=2)[CH:8]=[N:7][CH:6]=1. The catalyst class is: 101.